Dataset: Peptide-MHC class I binding affinity with 185,985 pairs from IEDB/IMGT. Task: Regression. Given a peptide amino acid sequence and an MHC pseudo amino acid sequence, predict their binding affinity value. This is MHC class I binding data. The MHC is HLA-A32:07 with pseudo-sequence HLA-A32:07. The peptide sequence is MMWATAQAL. The binding affinity (normalized) is 0.655.